From a dataset of Forward reaction prediction with 1.9M reactions from USPTO patents (1976-2016). Predict the product of the given reaction. (1) Given the reactants [CH3:1][C:2]1[CH:7]=[C:6]([CH3:8])[CH:5]=[CH:4][C:3]=1[C:9]1[C:13]([C:14]([OH:16])=O)=[CH:12][O:11][N:10]=1.Cl.[NH:18]1[CH2:23][CH2:22][CH2:21][C@H:20]([C:24]([OH:27])([CH3:26])[CH3:25])[CH2:19]1.C(N(CC)CC)C, predict the reaction product. The product is: [CH3:1][C:2]1[CH:7]=[C:6]([CH3:8])[CH:5]=[CH:4][C:3]=1[C:9]1[C:13]([C:14]([N:18]2[CH2:23][CH2:22][CH2:21][C@H:20]([C:24]([OH:27])([CH3:26])[CH3:25])[CH2:19]2)=[O:16])=[CH:12][O:11][N:10]=1. (2) Given the reactants C[O:2][C:3]1[C:12]2[O:11][CH2:10][CH2:9][C:8](=[O:13])[C:7]=2[CH:6]=[CH:5][CH:4]=1.[Cl-].[Al+3].[Cl-].[Cl-].O, predict the reaction product. The product is: [OH:2][C:3]1[C:12]2[O:11][CH2:10][CH2:9][C:8](=[O:13])[C:7]=2[CH:6]=[CH:5][CH:4]=1.